The task is: Predict the product of the given reaction.. This data is from Forward reaction prediction with 1.9M reactions from USPTO patents (1976-2016). (1) The product is: [F:1][C:2]1[CH:3]=[C:4]([CH:5]=[C:6]([O:8][CH3:9])[CH:7]=1)[CH:14]=[C:15]1[C:16]2[CH:29]=[CH:28][CH:27]=[CH:26][C:17]=2[CH2:18][CH2:19][C:20]2[CH:25]=[CH:24][CH:23]=[CH:22][C:21]1=2. Given the reactants [F:1][C:2]1[CH:3]=[C:4](B(O)O)[CH:5]=[C:6]([O:8][CH3:9])[CH:7]=1.Br[CH:14]=[C:15]1[C:21]2[CH:22]=[CH:23][CH:24]=[CH:25][C:20]=2[CH2:19][CH2:18][C:17]2[CH:26]=[CH:27][CH:28]=[CH:29][C:16]1=2, predict the reaction product. (2) Given the reactants Cl[C:2]1[N:7]=[C:6]([Cl:8])[N:5]=[C:4]([O:9][C@H:10]([CH3:14])[CH2:11][O:12][CH3:13])[N:3]=1.Cl.Cl.[CH3:17][N:18]1[CH:22]=[C:21]([C:23]2[CH:24]=[C:25]([O:30][CH2:31][CH:32]3[CH2:37][CH2:36][NH:35][CH2:34][CH2:33]3)[C:26]([NH2:29])=[N:27][CH:28]=2)[N:20]=[CH:19]1.CCN(C(C)C)C(C)C.CO, predict the reaction product. The product is: [Cl:8][C:6]1[N:5]=[C:4]([O:9][C@H:10]([CH3:14])[CH2:11][O:12][CH3:13])[N:3]=[C:2]([N:35]2[CH2:36][CH2:37][CH:32]([CH2:31][O:30][C:25]3[C:26]([NH2:29])=[N:27][CH:28]=[C:23]([C:21]4[N:20]=[CH:19][N:18]([CH3:17])[CH:22]=4)[CH:24]=3)[CH2:33][CH2:34]2)[N:7]=1. (3) Given the reactants [C:1]1(B(O)O)[CH:6]=[CH:5][CH:4]=[CH:3][CH:2]=1.[F:10][C:11]1[CH:12]=[C:13]([OH:18])[CH:14]=[CH:15][C:16]=1I.C(=O)([O-])[O-].[Cs+].[Cs+].O1CCOCC1, predict the reaction product. The product is: [F:10][C:11]1[CH:12]=[C:13]([OH:18])[CH:14]=[CH:15][C:16]=1[C:1]1[CH:6]=[CH:5][CH:4]=[CH:3][CH:2]=1. (4) Given the reactants [CH2:1]([O:3][C:4]([C:6]1[NH:7][C:8]2[C:13]([C:14]=1[I:15])=[CH:12][C:11]([Br:16])=[CH:10][CH:9]=2)=[O:5])[CH3:2].[CH:17]([O:20][C:21]1[CH:26]=[CH:25][C:24](B(O)O)=[CH:23][CH:22]=1)([CH3:19])[CH3:18], predict the reaction product. The product is: [CH2:1]([O:3][C:4]([C:6]1[N:7]([C:24]2[CH:25]=[CH:26][C:21]([O:20][CH:17]([CH3:19])[CH3:18])=[CH:22][CH:23]=2)[C:8]2[C:13]([C:14]=1[I:15])=[CH:12][C:11]([Br:16])=[CH:10][CH:9]=2)=[O:5])[CH3:2]. (5) Given the reactants [CH3:1][C:2]1[CH:21]=[CH:20][CH:19]=[C:18]([CH3:22])[C:3]=1[CH2:4][O:5][C:6]1[CH:7]=[C:8]([CH2:12][C:13]([O:15]CC)=[O:14])[CH:9]=[CH:10][CH:11]=1.[OH-].[Na+].Cl, predict the reaction product. The product is: [CH3:1][C:2]1[CH:21]=[CH:20][CH:19]=[C:18]([CH3:22])[C:3]=1[CH2:4][O:5][C:6]1[CH:7]=[C:8]([CH2:12][C:13]([OH:15])=[O:14])[CH:9]=[CH:10][CH:11]=1.